Dataset: Peptide-MHC class I binding affinity with 185,985 pairs from IEDB/IMGT. Task: Regression. Given a peptide amino acid sequence and an MHC pseudo amino acid sequence, predict their binding affinity value. This is MHC class I binding data. (1) The peptide sequence is PDFNELFQL. The MHC is HLA-B40:02 with pseudo-sequence HLA-B40:02. The binding affinity (normalized) is 0.313. (2) The peptide sequence is LMWASSGFF. The MHC is HLA-B27:05 with pseudo-sequence HLA-B27:05. The binding affinity (normalized) is 0.247. (3) The peptide sequence is EVAEKDAMY. The MHC is HLA-A01:01 with pseudo-sequence HLA-A01:01. The binding affinity (normalized) is 0.0847. (4) The peptide sequence is GTGLWTHDK. The MHC is HLA-A68:01 with pseudo-sequence HLA-A68:01. The binding affinity (normalized) is 0.533. (5) The peptide sequence is DDALFIYGY. The MHC is HLA-A02:16 with pseudo-sequence HLA-A02:16. The binding affinity (normalized) is 0.0847. (6) The peptide sequence is VVKDAQALL. The MHC is Mamu-A01 with pseudo-sequence Mamu-A01. The binding affinity (normalized) is 0.352. (7) The peptide sequence is HLDELTTTL. The MHC is HLA-B40:01 with pseudo-sequence HLA-B40:01. The binding affinity (normalized) is 0.213. (8) The peptide sequence is ILYNEYNFV. The MHC is HLA-B40:01 with pseudo-sequence HLA-B40:01. The binding affinity (normalized) is 0.0847. (9) The peptide sequence is WERKVDFL. The MHC is Mamu-B01 with pseudo-sequence Mamu-B01. The binding affinity (normalized) is 0. (10) The peptide sequence is FQYLLPGFVL. The MHC is HLA-C06:02 with pseudo-sequence HLA-C06:02. The binding affinity (normalized) is 0.162.